This data is from Full USPTO retrosynthesis dataset with 1.9M reactions from patents (1976-2016). The task is: Predict the reactants needed to synthesize the given product. Given the product [CH3:36][C:37]1([CH3:52])[C:41]([CH3:43])([CH3:42])[O:40][B:39]([C:44]2[CH:45]=[C:46]([CH2:50][N:53]3[CH2:58][CH2:57][O:56][CH2:55][CH2:54]3)[CH:47]=[N:48][CH:49]=2)[O:38]1, predict the reactants needed to synthesize it. The reactants are: C1(CNCC2C=C(C3C=C4C(=C(C(N)=O)C=3)NC=C4C3CCN(S(CC)(=O)=O)CC3)C=NC=2)CC1.[CH3:36][C:37]1([CH3:52])[C:41]([CH3:43])([CH3:42])[O:40][B:39]([C:44]2[CH:45]=[C:46]([CH:50]=O)[CH:47]=[N:48][CH:49]=2)[O:38]1.[NH:53]1[CH2:58][CH2:57][O:56][CH2:55][CH2:54]1.[BH3-]C#N.[Na+].